Regression. Given two drug SMILES strings and cell line genomic features, predict the synergy score measuring deviation from expected non-interaction effect. From a dataset of NCI-60 drug combinations with 297,098 pairs across 59 cell lines. Drug 1: C1CCC(CC1)NC(=O)N(CCCl)N=O. Drug 2: CC1=CC2C(CCC3(C2CCC3(C(=O)C)OC(=O)C)C)C4(C1=CC(=O)CC4)C. Cell line: NCI-H522. Synergy scores: CSS=17.6, Synergy_ZIP=-3.45, Synergy_Bliss=0.506, Synergy_Loewe=-4.82, Synergy_HSA=0.732.